The task is: Binary Classification. Given a drug SMILES string, predict its activity (active/inactive) in a high-throughput screening assay against a specified biological target.. This data is from HIV replication inhibition screening data with 41,000+ compounds from the AIDS Antiviral Screen. (1) The result is 0 (inactive). The molecule is NC(=O)N(O)c1cccc(Br)c1. (2) The compound is COc1cc(-c2ccc(N=Nc3cc(S(=O)(=O)O)c4ccccc4c3N)c(OC)c2)ccc1N=Nc1cc(S(=O)(=O)O)c2ccccc2c1N.[NaH]. The result is 1 (active). (3) The molecule is CCN(CC)CCOc1ccc(C=C(C#N)c2ccc(OC)cc2)cc1.O=C(O)CC(O)(CC(=O)O)C(=O)O. The result is 0 (inactive).